This data is from Catalyst prediction with 721,799 reactions and 888 catalyst types from USPTO. The task is: Predict which catalyst facilitates the given reaction. (1) Reactant: [Si:1]([O:8][CH2:9][CH2:10][CH2:11][CH2:12][OH:13])([C:4]([CH3:7])([CH3:6])[CH3:5])([CH3:3])[CH3:2].C(N(CC)CC)C.[CH3:21][S:22](Cl)(=[O:24])=[O:23]. Product: [CH3:21][S:22]([O:13][CH2:12][CH2:11][CH2:10][CH2:9][O:8][Si:1]([C:4]([CH3:6])([CH3:7])[CH3:5])([CH3:3])[CH3:2])(=[O:24])=[O:23]. The catalyst class is: 4. (2) Reactant: [CH3:1][C:2]1[N:7]=[C:6]2[N:8](S(C3C=CC(C)=CC=3)(=O)=O)[CH:9]=[CH:10][C:5]2=[CH:4][CH:3]=1.[OH-].[Na+]. Product: [CH3:1][C:2]1[N:7]=[C:6]2[NH:8][CH:9]=[CH:10][C:5]2=[CH:4][CH:3]=1. The catalyst class is: 8. (3) Reactant: [CH2:1]([O:3][C:4](=[O:25])[C:5]([O:22][CH2:23][CH3:24])=[C:6]([C:8]1[CH:13]=[CH:12][C:11]([O:14]CC2C=CC=CC=2)=[CH:10][CH:9]=1)[CH3:7])[CH3:2]. Product: [CH2:1]([O:3][C:4](=[O:25])[CH:5]([O:22][CH2:23][CH3:24])[CH:6]([C:8]1[CH:9]=[CH:10][C:11]([OH:14])=[CH:12][CH:13]=1)[CH3:7])[CH3:2]. The catalyst class is: 78.